Dataset: Catalyst prediction with 721,799 reactions and 888 catalyst types from USPTO. Task: Predict which catalyst facilitates the given reaction. (1) Reactant: [CH3:1][C:2]1[S:3][C:4]2[CH:10]=[CH:9][C:8]([O:11][CH2:12][C@H:13]([OH:21])[CH2:14][N:15]3[CH2:20][CH2:19][NH:18][CH2:17][CH2:16]3)=[CH:7][C:5]=2[N:6]=1.Cl[CH2:23][C:24]([NH:26][C:27]1[CH:28]=[CH:29][C:30]2[S:34][C:33]([CH3:35])=[N:32][C:31]=2[CH:36]=1)=[O:25]. Product: [OH:21][C@@H:13]([CH2:12][O:11][C:8]1[CH:9]=[CH:10][C:4]2[S:3][C:2]([CH3:1])=[N:6][C:5]=2[CH:7]=1)[CH2:14][N:15]1[CH2:16][CH2:17][N:18]([CH2:23][C:24]([NH:26][C:27]2[CH:28]=[CH:29][C:30]3[S:34][C:33]([CH3:35])=[N:32][C:31]=3[CH:36]=2)=[O:25])[CH2:19][CH2:20]1. The catalyst class is: 8. (2) Reactant: [C:1]([O:5][C:6]([N:8]1[CH2:12][CH2:11][C@H:10]([OH:13])[C@H:9]1[C:14]([OH:16])=O)=[O:7])([CH3:4])([CH3:3])[CH3:2].Cl.[CH3:18][NH:19][O:20][CH3:21].C(Cl)CCl. Product: [C:1]([O:5][C:6]([N:8]1[CH2:12][CH2:11][C@H:10]([OH:13])[C@H:9]1[C:14](=[O:16])[N:19]([O:20][CH3:21])[CH3:18])=[O:7])([CH3:2])([CH3:3])[CH3:4]. The catalyst class is: 166.